The task is: Predict the product of the given reaction.. This data is from Forward reaction prediction with 1.9M reactions from USPTO patents (1976-2016). Given the reactants [Cl:1][C:2]1[CH:3]=[C:4]([N+:18]([O-:20])=[O:19])[C:5]([CH:8]([C:10]2[C:11]([CH3:17])=[N:12][CH:13]=[CH:14][C:15]=2[CH3:16])[OH:9])=[N:6][CH:7]=1.CC(OI1(OC(C)=O)(OC(C)=O)OC(=O)C2C=CC=CC1=2)=O.[O-]S([O-])(=S)=O.[Na+].[Na+].C([O-])(O)=O.[Na+], predict the reaction product. The product is: [Cl:1][C:2]1[CH:3]=[C:4]([N+:18]([O-:20])=[O:19])[C:5]([C:8]([C:10]2[C:11]([CH3:17])=[N:12][CH:13]=[CH:14][C:15]=2[CH3:16])=[O:9])=[N:6][CH:7]=1.